Task: Predict the product of the given reaction.. Dataset: Forward reaction prediction with 1.9M reactions from USPTO patents (1976-2016) Given the reactants [F:1][C:2]1[C:7]([F:8])=[CH:6][CH:5]=[CH:4][C:3]=1[O:9][CH2:10][CH2:11]Cl.[CH3:13][O:14][CH2:15][CH2:16][NH:17][CH3:18].[I-].[K+].P([O-])([O-])([O-])=O.[K+].[K+].[K+], predict the reaction product. The product is: [F:1][C:2]1[C:7]([F:8])=[CH:6][CH:5]=[CH:4][C:3]=1[O:9][CH2:10][CH2:11][N:17]([CH2:16][CH2:15][O:14][CH3:13])[CH3:18].